From a dataset of Forward reaction prediction with 1.9M reactions from USPTO patents (1976-2016). Predict the product of the given reaction. (1) Given the reactants [H-].[Na+].[C:3]1([SH:9])[CH:8]=[CH:7][CH:6]=[CH:5][CH:4]=1.Br[C:11]([F:18])([F:17])[C:12]([O:14][CH2:15][CH3:16])=[O:13], predict the reaction product. The product is: [F:17][C:11]([F:18])([S:9][C:3]1[CH:8]=[CH:7][CH:6]=[CH:5][CH:4]=1)[C:12]([O:14][CH2:15][CH3:16])=[O:13]. (2) The product is: [CH:6]1(/[CH:5]=[CH:2]/[CH:1]=[O:3])[CH2:7][CH2:8][CH2:9][CH2:4]1. Given the reactants [CH:1](=[O:3])[CH3:2].[CH:4]1[CH:9]=[CH:8][CH:7]=[CH:6][CH:5]=1.C1(C=O)CCCC1, predict the reaction product. (3) Given the reactants C([O:3][C:4](=[O:30])[C:5]([F:29])([F:28])[CH2:6][NH:7][C:8]1[N:13]=[C:12]([NH:14][C:15]2[N:20]=[CH:19][C:18]3[N:21]=[C:22]([CH3:27])[N:23]([CH:24]([CH3:26])[CH3:25])[C:17]=3[CH:16]=2)[CH:11]=[CH:10][N:9]=1)C.O.[OH-].[Li+].O, predict the reaction product. The product is: [F:29][C:5]([F:28])([CH2:6][NH:7][C:8]1[N:13]=[C:12]([NH:14][C:15]2[N:20]=[CH:19][C:18]3[N:21]=[C:22]([CH3:27])[N:23]([CH:24]([CH3:25])[CH3:26])[C:17]=3[CH:16]=2)[CH:11]=[CH:10][N:9]=1)[C:4]([OH:30])=[O:3].